This data is from Full USPTO retrosynthesis dataset with 1.9M reactions from patents (1976-2016). The task is: Predict the reactants needed to synthesize the given product. (1) Given the product [F:23][C:24]1[CH:25]=[C:26]([N:30]2[CH2:34][CH2:33][CH2:32][CH:31]2[C:35]2[CH:36]=[C:37]([C:53]([N:65]3[CH2:70][CH2:69][O:68][CH2:67][CH2:66]3)=[O:55])[CH:38]=[C:39]3[C:44]=2[O:43][C:42]([N:45]2[CH2:50][CH2:49][O:48][C@H:47]([CH3:51])[CH2:46]2)=[CH:41][C:40]3=[O:52])[CH:27]=[CH:28][CH:29]=1, predict the reactants needed to synthesize it. The reactants are: CN(C(ON1N=NC2C=CC=CC1=2)=[N+](C)C)C.[B-](F)(F)(F)F.[F:23][C:24]1[CH:25]=[C:26]([N:30]2[CH2:34][CH2:33][CH2:32][CH:31]2[C:35]2[CH:36]=[C:37]([C:53]([OH:55])=O)[CH:38]=[C:39]3[C:44]=2[O:43][C:42]([N:45]2[CH2:50][CH2:49][O:48][C@H:47]([CH3:51])[CH2:46]2)=[CH:41][C:40]3=[O:52])[CH:27]=[CH:28][CH:29]=1.CCN(C(C)C)C(C)C.[NH:65]1[CH2:70][CH2:69][O:68][CH2:67][CH2:66]1. (2) Given the product [CH3:29][N:30]([CH2:26][C:22]1[N:13]2[CH:14]=[C:15]([N:17]3[CH:21]=[N:20][CH:19]=[N:18]3)[CH:16]=[C:11]([NH:10][CH2:9][C:3]3[C:2]([CH3:1])=[CH:7][CH:6]=[CH:5][C:4]=3[CH3:8])[C:12]2=[N:24][C:23]=1[CH3:25])[CH3:31], predict the reactants needed to synthesize it. The reactants are: [CH3:1][C:2]1[CH:7]=[CH:6][CH:5]=[C:4]([CH3:8])[C:3]=1[CH2:9][NH:10][C:11]1[C:12]2[N:13]([CH:22]=[C:23]([CH3:25])[N:24]=2)[CH:14]=[C:15]([N:17]2[CH:21]=[N:20][CH:19]=[N:18]2)[CH:16]=1.[CH2:26]=O.Cl.[CH3:29][NH:30][CH3:31]. (3) Given the product [OH:6][C@H:5]([CH2:4][OH:3])[CH2:7][O:8][NH:9][C:10]([C:12]1[CH:13]=[CH:14][C:15]2[N:16]([CH:27]=[N:28][CH:29]=2)[C:17]=1[NH:18][C:19]1[CH:24]=[CH:23][C:22]([I:25])=[CH:21][C:20]=1[F:26])=[O:11], predict the reactants needed to synthesize it. The reactants are: CC1(C)[O:6][C@H:5]([CH2:7][O:8][NH:9][C:10]([C:12]2[CH:13]=[CH:14][C:15]3[N:16]([CH:27]=[N:28][CH:29]=3)[C:17]=2[NH:18][C:19]2[CH:24]=[CH:23][C:22]([I:25])=[CH:21][C:20]=2[F:26])=[O:11])[CH2:4][O:3]1.CCN(CC)CC.C(#N)C.O. (4) Given the product [CH3:1][O:2][C:3](=[O:15])[CH:4]([NH:14][CH2:33][C:32]([NH:31][C:25]1[C:26]([Cl:30])=[CH:27][CH:28]=[CH:29][C:24]=1[Cl:23])=[O:35])[CH2:5][C:6]1[CH:11]=[CH:10][C:9]([F:12])=[CH:8][C:7]=1[F:13], predict the reactants needed to synthesize it. The reactants are: [CH3:1][O:2][C:3](=[O:15])[CH:4]([NH2:14])[CH2:5][C:6]1[CH:11]=[CH:10][C:9]([F:12])=[CH:8][C:7]=1[F:13].C(N(CC)CC)C.[Cl:23][C:24]1[CH:29]=[CH:28][CH:27]=[C:26]([Cl:30])[C:25]=1[NH:31][C:32](=[O:35])[CH2:33]Br.O. (5) Given the product [N:18]1[N:17]([C:2]2[N:7]=[C:6]([NH2:8])[CH:5]=[CH:4][N:3]=2)[N:21]=[CH:20][CH:19]=1, predict the reactants needed to synthesize it. The reactants are: Cl[C:2]1[N:7]=[C:6]([NH2:8])[CH:5]=[CH:4][N:3]=1.CC1N=C(N)C=C([N:17]2[N:21]=[CH:20][CH:19]=[N:18]2)C=1. (6) Given the product [F:10][C:11]1[CH:16]=[CH:15][C:14]([C:17]([N:22]([O:23][CH3:24])[CH3:21])=[O:19])=[CH:13][N:12]=1, predict the reactants needed to synthesize it. The reactants are: CCN(C(C)C)C(C)C.[F:10][C:11]1[CH:16]=[CH:15][C:14]([C:17]([OH:19])=O)=[CH:13][N:12]=1.Cl.[CH3:21][NH:22][O:23][CH3:24].C(P(=O)(OCC)OCC)#N. (7) Given the product [NH2:1][C:2]1[N:3]=[C:4]([C:8]([O:10][CH2:15][CH3:16])=[O:9])[CH:5]=[CH:6][CH:7]=1, predict the reactants needed to synthesize it. The reactants are: [NH2:1][C:2]1[CH:7]=[CH:6][CH:5]=[C:4]([C:8]([OH:10])=[O:9])[N:3]=1.O=S(Cl)Cl.[CH2:15](O)[CH3:16]. (8) Given the product [NH2:1][C:2]1[CH:9]=[CH:8][C:7]([B:14]2[O:15][C:16]([CH3:18])([CH3:17])[C:12]([CH3:28])([CH3:11])[O:13]2)=[CH:6][C:3]=1[C:4]#[N:5], predict the reactants needed to synthesize it. The reactants are: [NH2:1][C:2]1[CH:9]=[CH:8][C:7](Cl)=[CH:6][C:3]=1[C:4]#[N:5].[CH3:11][C:12]1([CH3:28])[C:16]([CH3:18])([CH3:17])[O:15][B:14]([B:14]2[O:15][C:16]([CH3:18])([CH3:17])[C:12]([CH3:28])([CH3:11])[O:13]2)[O:13]1.C([O-])(=O)C.[Na+].C1(P(C2CCCCC2)C2CCCCC2)CCCCC1.